This data is from Catalyst prediction with 721,799 reactions and 888 catalyst types from USPTO. The task is: Predict which catalyst facilitates the given reaction. (1) Reactant: [Br:1][C:2]1[N:3]=[CH:4][CH:5]=[C:6]2[CH:10]=[CH:9][NH:8][C:7]=12.[H-].[Na+].Cl[CH2:14][O:15][CH2:16][CH2:17][Si:18]([CH3:21])([CH3:20])[CH3:19]. Product: [Br:1][C:2]1[N:3]=[CH:4][CH:5]=[C:6]2[CH:10]=[CH:9][N:8]([CH2:14][O:15][CH2:16][CH2:17][Si:18]([CH3:21])([CH3:20])[CH3:19])[C:7]=12. The catalyst class is: 3. (2) Reactant: COC1C=CC(C[O:8][CH2:9][C:10]2[CH:11]=[C:12]([C:32]3[N:40]=[C:39]([CH3:41])[N:38]=[C:37]4[C:33]=3[N:34]=[CH:35][N:36]4C3CCCCO3)[C:13]([NH:16][C:17]3[C:18]4[CH:19]=[N:20][N:21](C5CCCCO5)[C:22]=4[CH:23]=[CH:24][CH:25]=3)=[N:14][CH:15]=2)=CC=1.C(O)(C(F)(F)F)=O. Product: [NH:21]1[C:22]2[C:18](=[C:17]([NH:16][C:13]3[N:14]=[CH:15][C:10]([CH2:9][OH:8])=[CH:11][C:12]=3[C:32]3[N:40]=[C:39]([CH3:41])[N:38]=[C:37]4[C:33]=3[N:34]=[CH:35][NH:36]4)[CH:25]=[CH:24][CH:23]=2)[CH:19]=[N:20]1. The catalyst class is: 2. (3) Reactant: C([O:4][C:5]([C:7]1([C:13]([O:15]C(C)C)=[O:14])[CH2:10][C:9]([F:12])([F:11])[CH2:8]1)=[O:6])(C)C.[OH-].[Na+]. Product: [F:11][C:9]1([F:12])[CH2:10][C:7]([C:5]([OH:6])=[O:4])([C:13]([OH:15])=[O:14])[CH2:8]1. The catalyst class is: 5. (4) The catalyst class is: 2. Reactant: [NH2:1][C:2]1[C:10]2[C:9]([C:11]3[CH:16]=[CH:15][C:14]([Cl:17])=[C:13]([Cl:18])[CH:12]=3)=[N:8][C:7]([CH2:19][C@@H:20]([CH3:30])[CH2:21][O:22]CC3C=CC=CC=3)=[N:6][C:5]=2[S:4][C:3]=1[C:31]([NH2:33])=[O:32].B(Br)(Br)Br.CO. Product: [NH2:1][C:2]1[C:10]2[C:9]([C:11]3[CH:16]=[CH:15][C:14]([Cl:17])=[C:13]([Cl:18])[CH:12]=3)=[N:8][C:7]([CH2:19][C@@H:20]([CH3:30])[CH2:21][OH:22])=[N:6][C:5]=2[S:4][C:3]=1[C:31]([NH2:33])=[O:32]. (5) Reactant: Br[CH2:2][N:3]1[C:7](=[O:8])[C:6]2=[CH:9][CH:10]=[CH:11][CH:12]=[C:5]2[C:4]1=[O:13].[P:14]([O:19]C)([O:17][CH3:18])[O:15][CH3:16]. Product: [C:7]1(=[O:8])[N:3]([CH2:2][P:14](=[O:19])([O:17][CH3:18])[O:15][CH3:16])[C:4](=[O:13])[C:5]2=[CH:12][CH:11]=[CH:10][CH:9]=[C:6]12. The catalyst class is: 113. (6) Reactant: [CH2:1]([CH2:3][NH2:4])[OH:2].CN1CCOCC1.C(O[C:15](=[O:20])[C:16]([F:19])([F:18])[F:17])C.[C:21]1([C:27](Cl)([C:34]2[CH:39]=[CH:38][CH:37]=[CH:36][CH:35]=2)[C:28]2[CH:33]=[CH:32][CH:31]=[CH:30][CH:29]=2)[CH:26]=[CH:25][CH:24]=[CH:23][CH:22]=1. Product: [F:19][C:16]([F:17])([F:18])[C:15]([NH:4][CH2:3][CH2:1][O:2][C:27]([C:21]1[CH:26]=[CH:25][CH:24]=[CH:23][CH:22]=1)([C:34]1[CH:35]=[CH:36][CH:37]=[CH:38][CH:39]=1)[C:28]1[CH:29]=[CH:30][CH:31]=[CH:32][CH:33]=1)=[O:20]. The catalyst class is: 4.